Dataset: Forward reaction prediction with 1.9M reactions from USPTO patents (1976-2016). Task: Predict the product of the given reaction. (1) Given the reactants Cl[C:2]1[N:7]=[C:6]([NH:8][C:9]2[CH:14]=[CH:13][C:12]([O:15][CH:16]([CH3:18])[CH3:17])=[CH:11][CH:10]=2)[C:5](F)=[CH:4][N:3]=1.Cl.CN.C([N:26](C(C)C)CC)(C)C, predict the reaction product. The product is: [CH:16]([O:15][C:12]1[CH:13]=[CH:14][C:9]([NH:8][C:6]2[CH:5]=[CH:4][N:3]=[C:2]([NH2:26])[N:7]=2)=[CH:10][CH:11]=1)([CH3:18])[CH3:17]. (2) Given the reactants [F:1][C:2]([F:11])([F:10])[C:3]1[CH:4]=[CH:5][C:6]([NH2:9])=[N:7][CH:8]=1.C(N(C(C)C)C(C)C)C.[C:21](=O)(OC(Cl)(Cl)Cl)[O:22]C(Cl)(Cl)Cl.[NH2:33][C:34]1[CH:61]=[CH:60][C:37]([C:38]([N:40]2[CH2:45][CH2:44][N:43]([CH2:46][C:47]3[CH:48]=[C:49]([CH:57]=[CH:58][CH:59]=3)[C:50]([NH:52][C:53]([CH3:56])([CH3:55])[CH3:54])=[O:51])[CH2:42][CH2:41]2)=[O:39])=[CH:36][C:35]=1[F:62], predict the reaction product. The product is: [C:53]([NH:52][C:50](=[O:51])[C:49]1[CH:57]=[CH:58][CH:59]=[C:47]([CH2:46][N:43]2[CH2:44][CH2:45][N:40]([C:38](=[O:39])[C:37]3[CH:60]=[CH:61][C:34]([NH:33][C:21]([NH:9][C:6]4[CH:5]=[CH:4][C:3]([C:2]([F:1])([F:10])[F:11])=[CH:8][N:7]=4)=[O:22])=[C:35]([F:62])[CH:36]=3)[CH2:41][CH2:42]2)[CH:48]=1)([CH3:56])([CH3:55])[CH3:54]. (3) The product is: [Br:10][C:11]1[CH:16]=[C:15]([C:17]([F:7])([CH3:19])[CH3:18])[C:14]([O:21][CH3:22])=[C:13]([N:23]([CH3:25])[CH3:24])[CH:12]=1. Given the reactants C(N(S(F)(F)[F:7])CC)C.[Br:10][C:11]1[CH:12]=[C:13]([N:23]([CH3:25])[CH3:24])[C:14]([O:21][CH3:22])=[C:15]([C:17](O)([CH3:19])[CH3:18])[CH:16]=1.O, predict the reaction product. (4) The product is: [CH2:3]([O:17][C:18]1[CH:19]=[CH:20][C:21]2[C:22](=[O:37])[C:23]3[C:28]([S:29][C:30]=2[CH:31]=1)=[CH:27][CH:26]=[CH:25][CH:24]=3)[CH3:16]. Given the reactants CO[C:3]1C=CC2CC3C(SC=2[CH:16]=1)=CC=CC=3.[OH:17][C:18]1[CH:19]=[CH:20][C:21]2[CH2:22][C:23]3[C:28]([S:29][C:30]=2[CH:31]=1)=[CH:27][CH:26]=[CH:25][CH:24]=3.Br.ICC.C([O-])([O-])=[O:37].[K+].[K+], predict the reaction product. (5) Given the reactants ClC1C=CC=C(C(OO)=[O:9])C=1.[Cl:12][C:13]1[CH:18]=[CH:17][C:16]([S:19]([CH:21]([C:32]2[CH:37]=[C:36]([F:38])[CH:35]=[CH:34][C:33]=2[F:39])[C:22]2[C:23]([CH3:31])=[CH:24][C:25]([C:28]([NH2:30])=[O:29])=[N:26][CH:27]=2)=[O:20])=[CH:15][CH:14]=1, predict the reaction product. The product is: [Cl:12][C:13]1[CH:18]=[CH:17][C:16]([S:19]([CH:21]([C:32]2[CH:37]=[C:36]([F:38])[CH:35]=[CH:34][C:33]=2[F:39])[C:22]2[C:23]([CH3:31])=[CH:24][C:25]([C:28]([NH2:30])=[O:29])=[N:26][CH:27]=2)(=[O:9])=[O:20])=[CH:15][CH:14]=1. (6) Given the reactants Cl[C:2]1[N:10]2[CH:11]([C:14]3[CH:15]=[N:16][CH:17]=[CH:18][CH:19]=3)[CH2:12][O:13][C:8]3=[C:9]2[C:4](=[CH:5][CH:6]=[C:7]3[C:20]2[C:21]([CH3:26])=[N:22][O:23][C:24]=2[CH3:25])[N:3]=1.Cl.[NH:28]1[CH2:31][CH:30]([OH:32])[CH2:29]1, predict the reaction product. The product is: [CH3:26][C:21]1[C:20]([C:7]2[C:8]3[O:13][CH2:12][CH:11]([C:14]4[CH:15]=[N:16][CH:17]=[CH:18][CH:19]=4)[N:10]4[C:2]([N:28]5[CH2:31][CH:30]([OH:32])[CH2:29]5)=[N:3][C:4]([C:9]=34)=[CH:5][CH:6]=2)=[C:24]([CH3:25])[O:23][N:22]=1.